This data is from Catalyst prediction with 721,799 reactions and 888 catalyst types from USPTO. The task is: Predict which catalyst facilitates the given reaction. Reactant: [CH3:1][O:2][C:3]1[C:16]2[C:7](=[CH:8][C:9]3[C:14]([CH:15]=2)=[CH:13][CH:12]=[CH:11][CH:10]=3)[C:6]([O:17][CH3:18])=[CH:5][CH:4]=1.[CH3:19][O:20][C:21]1[CH:27]=[C:26]([OH:28])[CH:25]=[CH:24][C:22]=1[OH:23]. Product: [CH3:18][O:17][C:6]1[CH:5]=[CH:4][C:3]([O:2][CH3:1])=[C:16]2[C:7]=1[CH:8]1[C:9]3[C:14](=[CH:13][CH:12]=[CH:11][CH:10]=3)[CH:15]2[CH:24]2[C:22]([C:21]([O:20][CH3:19])=[CH:27][C:26](=[O:28])[CH:25]12)=[O:23]. The catalyst class is: 11.